This data is from CYP2D6 inhibition data for predicting drug metabolism from PubChem BioAssay. The task is: Regression/Classification. Given a drug SMILES string, predict its absorption, distribution, metabolism, or excretion properties. Task type varies by dataset: regression for continuous measurements (e.g., permeability, clearance, half-life) or binary classification for categorical outcomes (e.g., BBB penetration, CYP inhibition). Dataset: cyp2d6_veith. The drug is CCn1ncc(/C=C/C(=O)NCc2cn(C)nc2C)c1C. The result is 0 (non-inhibitor).